Dataset: Full USPTO retrosynthesis dataset with 1.9M reactions from patents (1976-2016). Task: Predict the reactants needed to synthesize the given product. Given the product [NH2:1][C:2]1[N:7]=[C:6]([N:8]2[C:12]3[CH:13]=[C:14]([C:32]#[C:31][C@:29]([C:26]4[CH:25]=[C:24]([CH3:23])[O:28][N:27]=4)([OH:33])[CH3:30])[CH:15]=[CH:16][C:11]=3[N:10]=[C:9]2[NH:18][CH2:19][CH2:20][O:21][CH3:22])[CH:5]=[CH:4][N:3]=1, predict the reactants needed to synthesize it. The reactants are: [NH2:1][C:2]1[N:7]=[C:6]([N:8]2[C:12]3[CH:13]=[C:14](Br)[CH:15]=[CH:16][C:11]=3[N:10]=[C:9]2[NH:18][CH2:19][CH2:20][O:21][CH3:22])[CH:5]=[CH:4][N:3]=1.[CH3:23][C:24]1[O:28][N:27]=[C:26]([C@:29]([OH:33])([C:31]#[CH:32])[CH3:30])[CH:25]=1.